The task is: Predict the reactants needed to synthesize the given product.. This data is from Full USPTO retrosynthesis dataset with 1.9M reactions from patents (1976-2016). (1) Given the product [Cl:23][C:2]1[C:3]([C:16]2[CH:21]=[CH:20][CH:19]=[CH:18][CH:17]=2)=[N:4][C:5]2[C:10]([N:11]=1)=[CH:9][C:8]([C:12]([O:14][CH3:15])=[O:13])=[CH:7][CH:6]=2, predict the reactants needed to synthesize it. The reactants are: O=[C:2]1[NH:11][C:10]2[C:5](=[CH:6][CH:7]=[C:8]([C:12]([O:14][CH3:15])=[O:13])[CH:9]=2)[N:4]=[C:3]1[C:16]1[CH:21]=[CH:20][CH:19]=[CH:18][CH:17]=1.P(Cl)(Cl)(Cl)(Cl)[Cl:23]. (2) Given the product [CH3:12][N:11]([CH3:13])[C:9](=[O:10])[CH2:8][C:5]1[CH:6]=[CH:7][C:2]([N:18]2[C:19]3[CH2:20][CH2:21][CH2:22][CH2:23][C:24]=3[C:16]([C:15]([F:14])([F:26])[F:25])=[N:17]2)=[CH:3][CH:4]=1, predict the reactants needed to synthesize it. The reactants are: Br[C:2]1[CH:7]=[CH:6][C:5]([CH2:8][C:9]([N:11]([CH3:13])[CH3:12])=[O:10])=[CH:4][CH:3]=1.[F:14][C:15]([F:26])([F:25])[C:16]1[C:24]2[CH2:23][CH2:22][CH2:21][CH2:20][C:19]=2[NH:18][N:17]=1.